Dataset: Forward reaction prediction with 1.9M reactions from USPTO patents (1976-2016). Task: Predict the product of the given reaction. Given the reactants [CH:1]([C@H:14]1[CH2:20][C@H:19]2[C@H:17]([O:18]2)[CH2:16][O:15]1)([C:8]1[CH:13]=[CH:12][CH:11]=[CH:10][CH:9]=1)[C:2]1[CH:7]=[CH:6][CH:5]=[CH:4][CH:3]=1.[F:21][C:22]1[CH:29]=[CH:28][C:25]([CH2:26][NH2:27])=[CH:24][CH:23]=1, predict the reaction product. The product is: [CH:1]([C@H:14]1[CH2:20][C@H:19]([OH:18])[C@@H:17]([NH:27][CH2:26][C:25]2[CH:28]=[CH:29][C:22]([F:21])=[CH:23][CH:24]=2)[CH2:16][O:15]1)([C:8]1[CH:13]=[CH:12][CH:11]=[CH:10][CH:9]=1)[C:2]1[CH:3]=[CH:4][CH:5]=[CH:6][CH:7]=1.